From a dataset of Catalyst prediction with 721,799 reactions and 888 catalyst types from USPTO. Predict which catalyst facilitates the given reaction. (1) Reactant: C(OC([N:8]1[CH2:13][CH2:12][N:11]([CH2:14][CH2:15][N:16]2[CH:21]=[CH:20][CH:19]=[C:18]([C:22]3[CH:30]=[CH:29][C:25]([C:26]([OH:28])=O)=[CH:24][CH:23]=3)[C:17]2=[O:31])[CH2:10][CH2:9]1)=O)(C)(C)C.ON1C2C=CC=CC=2N=N1.Cl.CN(C)CCCN=C=NCC.[NH2:54][C:55]1[C:70]([OH:71])=[CH:69][CH:68]=[CH:67][C:56]=1[C:57]([NH:59][C:60]1[CH:65]=[CH:64][C:63]([Cl:66])=[CH:62][N:61]=1)=[O:58]. Product: [Cl:66][C:63]1[CH:64]=[CH:65][C:60]([NH:59][C:57](=[O:58])[C:56]2[CH:67]=[CH:68][CH:69]=[C:70]([OH:71])[C:55]=2[NH:54][C:26](=[O:28])[C:25]2[CH:24]=[CH:23][C:22]([C:18]3[C:17](=[O:31])[N:16]([CH2:15][CH2:14][N:11]4[CH2:12][CH2:13][NH:8][CH2:9][CH2:10]4)[CH:21]=[CH:20][CH:19]=3)=[CH:30][CH:29]=2)=[N:61][CH:62]=1. The catalyst class is: 681. (2) Product: [CH3:31][O:30][CH2:29][C@H:18]([O:17][C:16]1[N:15]=[CH:14][N:13]=[C:12]2[N:8]([C:3]3[CH:4]=[CH:5][CH:6]=[CH:7][CH:2]=3)[N:9]=[CH:10][C:11]=12)[C:19]([NH:21][C:22]1[CH:27]=[CH:26][C:25]([CH3:28])=[CH:24][N:23]=1)=[O:20]. Reactant: Cl[C:2]1[CH:7]=[CH:6][CH:5]=[CH:4][C:3]=1[N:8]1[C:12]2=[N:13][CH:14]=[N:15][C:16]([O:17][C@@H:18]([CH2:29][O:30][CH3:31])[C:19]([NH:21][C:22]3[CH:27]=[CH:26][C:25]([CH3:28])=[CH:24][N:23]=3)=[O:20])=[C:11]2[CH:10]=[N:9]1. The catalyst class is: 19. (3) Reactant: [Br:1][C:2]1[CH:3]=[C:4]2[C:9](=[CH:10][CH:11]=1)[CH:8](O)[CH2:7][CH2:6][CH2:5]2.C1(C)C=CC(S(O)(=O)=O)=CC=1. Product: [Br:1][C:2]1[CH:3]=[C:4]2[C:9]([CH:8]=[CH:7][CH2:6][CH2:5]2)=[CH:10][CH:11]=1. The catalyst class is: 48.